This data is from TCR-epitope binding with 47,182 pairs between 192 epitopes and 23,139 TCRs. The task is: Binary Classification. Given a T-cell receptor sequence (or CDR3 region) and an epitope sequence, predict whether binding occurs between them. The epitope is SFHSLHLLF. The TCR CDR3 sequence is CASSLSSRGETHYF. Result: 1 (the TCR binds to the epitope).